This data is from Reaction yield outcomes from USPTO patents with 853,638 reactions. The task is: Predict the reaction yield, written as a fraction of the theoretical maximum amount of product (1.0 means a 100% yield; for example, 0.34 means a 34% yield). The reactants are [OH:1][C@H:2]([C:22]1[CH:27]=[CH:26][C:25]([OH:28])=[CH:24][CH:23]=1)[C@@H:3]([NH:5][CH2:6][CH2:7][C:8]1[C:16]2[C:11](=[C:12]([C:17]([O:19]CC)=[O:18])[CH:13]=[CH:14][CH:15]=2)[NH:10][CH:9]=1)[CH3:4].[OH-].[Li+].Cl. The catalyst is O1CCCC1.O. The product is [OH:1][C@H:2]([C:22]1[CH:23]=[CH:24][C:25]([OH:28])=[CH:26][CH:27]=1)[C@@H:3]([NH:5][CH2:6][CH2:7][C:8]1[C:16]2[C:11](=[C:12]([C:17]([OH:19])=[O:18])[CH:13]=[CH:14][CH:15]=2)[NH:10][CH:9]=1)[CH3:4]. The yield is 0.650.